Dataset: Full USPTO retrosynthesis dataset with 1.9M reactions from patents (1976-2016). Task: Predict the reactants needed to synthesize the given product. Given the product [O:1]1[C:5]2[CH:6]=[CH:7][C:8]([C:10]3[N:15]4[N:16]=[C:17]([C:19]([CH3:20])([CH3:21])[CH3:22])[CH:18]=[C:14]4[N:13]=[C:12]([CH3:23])[C:11]=3[CH:24]([CH2:29][CH2:30][CH3:31])[C:25]([OH:27])=[O:26])=[CH:9][C:4]=2[CH:3]=[CH:2]1, predict the reactants needed to synthesize it. The reactants are: [O:1]1[C:5]2[CH:6]=[CH:7][C:8]([C:10]3[N:15]4[N:16]=[C:17]([C:19]([CH3:22])([CH3:21])[CH3:20])[CH:18]=[C:14]4[N:13]=[C:12]([CH3:23])[C:11]=3[CH:24]([CH2:29][CH2:30][CH3:31])[C:25]([O:27]C)=[O:26])=[CH:9][C:4]=2[CH:3]=[CH:2]1.[OH-].[Na+].